From a dataset of Forward reaction prediction with 1.9M reactions from USPTO patents (1976-2016). Predict the product of the given reaction. (1) The product is: [CH2:1]([O:3][C:4]([N:6]1[C:15]2[C:10](=[CH:11][C:12]([C:16]([F:19])([F:18])[F:17])=[CH:13][CH:14]=2)[CH:9]([Br:30])[CH2:8][C@H:7]1[CH2:21][CH3:22])=[O:5])[CH3:2]. Given the reactants [CH2:1]([O:3][C:4]([N:6]1[C:15]2[C:10](=[CH:11][C:12]([C:16]([F:19])([F:18])[F:17])=[CH:13][CH:14]=2)[C@@H:9](O)[CH2:8][C@H:7]1[CH2:21][CH3:22])=[O:5])[CH3:2].N1C=CC=CC=1.P(Br)(Br)[Br:30], predict the reaction product. (2) Given the reactants C([O:3][C:4](=O)[CH2:5][CH2:6][C:7]1([C:11]([F:14])([F:13])[F:12])[CH2:10][CH2:9][CH2:8]1)C.[H-].[Al+3].[Li+].[H-].[H-].[H-], predict the reaction product. The product is: [F:12][C:11]([C:7]1([CH2:6][CH2:5][CH2:4][OH:3])[CH2:10][CH2:9][CH2:8]1)([F:13])[F:14]. (3) The product is: [Br:28][CH2:29][C:30](=[O:31])[NH:6][CH2:7][CH2:8][O:9][CH2:10][CH2:11][O:12][CH2:13][CH2:14][O:15][CH2:16][CH2:17][NH:18][C:19](=[O:27])[CH2:20][CH2:21][CH2:22][CH2:23][C:24]([OH:26])=[O:25]. Given the reactants CN(C)C=O.[NH2:6][CH2:7][CH2:8][O:9][CH2:10][CH2:11][O:12][CH2:13][CH2:14][O:15][CH2:16][CH2:17][NH:18][C:19](=[O:27])[CH2:20][CH2:21][CH2:22][CH2:23][C:24]([OH:26])=[O:25].[Br:28][CH2:29][C:30](Br)=[O:31].C(N(CC)C(C)C)(C)C, predict the reaction product. (4) Given the reactants [CH3:1][N:2]1[CH2:11][CH2:10][C:9]2([C:12]3[CH:17]=[CH:16][CH:15]=[C:14]([O:18]C)[CH:13]=3)[C:4]([CH3:20])([CH2:5][CH2:6][CH2:7][CH2:8]2)[CH2:3]1.Br.[OH-].[Na+], predict the reaction product. The product is: [CH3:1][N:2]1[CH2:11][CH2:10][C:9]2([C:12]3[CH:17]=[CH:16][CH:15]=[C:14]([OH:18])[CH:13]=3)[C:4]([CH3:20])([CH2:5][CH2:6][CH2:7][CH2:8]2)[CH2:3]1. (5) Given the reactants [CH3:1][C:2]1[C:8]([CH3:9])=[C:7](O)[C:6]([CH3:11])=[CH:5][C:3]=1[OH:4].[CH:12]1[CH:17]=[CH:16][C:15]([CH2:18]Br)=[CH:14][CH:13]=1.[C:20]([O-:23])([O-])=O.[K+].[K+], predict the reaction product. The product is: [CH2:18]([O:4][C:3]1[C:2]([CH3:1])=[C:8]([CH3:9])[C:7]([O:23][CH2:20][C:2]2[CH:8]=[CH:7][CH:6]=[CH:5][CH:3]=2)=[C:6]([CH3:11])[CH:5]=1)[C:15]1[CH:16]=[CH:17][CH:12]=[CH:13][CH:14]=1. (6) Given the reactants [CH3:1][O:2][C:3]([C:5]1[C:10]([CH3:11])=[N+:9]([O-])[CH:8]=[CH:7][N+:6]=1[O-:13])=[O:4].COC(C1C(C)=[N+]([O-])C=CN=1)=O, predict the reaction product. The product is: [CH3:1][O:2][C:3]([C:5]1[C:10]([CH3:11])=[N:9][CH:8]=[CH:7][N+:6]=1[O-:13])=[O:4].